Dataset: Forward reaction prediction with 1.9M reactions from USPTO patents (1976-2016). Task: Predict the product of the given reaction. (1) Given the reactants [C:1]([CH:5]1[CH2:10][CH2:9][CH:8]([NH2:11])[CH2:7][CH2:6]1)([CH3:4])([CH3:3])[CH3:2].C1([O:18][C:19](=O)[NH:20][C:21]2[C:30]3[C:25](=[CH:26][CH:27]=[C:28]([OH:31])[CH:29]=3)[CH:24]=[CH:23][CH:22]=2)C=CC=CC=1, predict the reaction product. The product is: [C:1]([CH:5]1[CH2:6][CH2:7][CH:8]([NH:11][C:19]([NH:20][C:21]2[C:30]3[C:25](=[CH:26][CH:27]=[C:28]([OH:31])[CH:29]=3)[CH:24]=[CH:23][CH:22]=2)=[O:18])[CH2:9][CH2:10]1)([CH3:4])([CH3:2])[CH3:3]. (2) Given the reactants [F:1][C:2]1([F:8])[CH2:7][CH2:6][NH:5][CH2:4][CH2:3]1.[Cl:9][C:10]1[CH:11]=[C:12]([CH:35]=[CH:36][C:37]=1[O:38][CH2:39][C:40]1[CH:45]=[CH:44][CH:43]=[C:42]([F:46])[CH:41]=1)[NH:13][C:14]1[C:23]2[C:18](=[CH:19][C:20]([O:31][CH2:32][CH2:33]Cl)=[CH:21][C:22]=2[O:24][CH:25]2[CH2:30][CH2:29][O:28][CH2:27][CH2:26]2)[N:17]=[CH:16][N:15]=1, predict the reaction product. The product is: [Cl:9][C:10]1[CH:11]=[C:12]([CH:35]=[CH:36][C:37]=1[O:38][CH2:39][C:40]1[CH:45]=[CH:44][CH:43]=[C:42]([F:46])[CH:41]=1)[NH:13][C:14]1[C:23]2[C:18](=[CH:19][C:20]([O:31][CH2:32][CH2:33][N:5]3[CH2:6][CH2:7][C:2]([F:8])([F:1])[CH2:3][CH2:4]3)=[CH:21][C:22]=2[O:24][CH:25]2[CH2:30][CH2:29][O:28][CH2:27][CH2:26]2)[N:17]=[CH:16][N:15]=1. (3) Given the reactants Cl[C:2]1[N:7]=[C:6]([Cl:8])[CH:5]=[CH:4][N:3]=1.[F:9][C:10]([F:21])([F:20])[O:11][C:12]1[CH:19]=[CH:18][CH:17]=[CH:16][C:13]=1[CH2:14][NH2:15].CCN(C(C)C)C(C)C, predict the reaction product. The product is: [Cl:8][C:6]1[C:5]([C:10]([F:21])([F:20])[F:9])=[CH:4][N:3]=[C:2]([NH:15][CH2:14][C:13]2[CH:16]=[CH:17][CH:18]=[CH:19][C:12]=2[O:11][C:10]([F:20])([F:21])[F:9])[N:7]=1. (4) Given the reactants C[O:2][C:3](=[O:22])[C:4]1[CH:9]=[CH:8][C:7]([O:10][CH3:11])=[C:6]([C:12]23[CH2:21][CH:16]4[CH2:17][CH:18]([CH2:20][CH:14]([CH2:15]4)[CH2:13]2)[CH2:19]3)[CH:5]=1.[OH-].[Na+].CCO.Cl, predict the reaction product. The product is: [C:12]12([C:6]3[CH:5]=[C:4]([CH:9]=[CH:8][C:7]=3[O:10][CH3:11])[C:3]([OH:22])=[O:2])[CH2:13][CH:14]3[CH2:20][CH:18]([CH2:17][CH:16]([CH2:15]3)[CH2:21]1)[CH2:19]2. (5) Given the reactants [Cl:1][C:2]1[CH:3]=[CH:4][CH:5]=[C:6]2[C:10]=1[N:9]([CH2:11][CH:12]1[CH2:17][CH2:16][CH2:15][CH2:14][CH2:13]1)[CH:8]=[CH:7]2.[F:18][C:19]([F:30])([F:29])[C:20](O[C:20](=[O:21])[C:19]([F:30])([F:29])[F:18])=[O:21], predict the reaction product. The product is: [Cl:1][C:2]1[CH:3]=[CH:4][CH:5]=[C:6]2[C:10]=1[N:9]([CH2:11][CH:12]1[CH2:13][CH2:14][CH2:15][CH2:16][CH2:17]1)[CH:8]=[C:7]2[C:20]([C:19]([F:30])([F:29])[F:18])=[O:21]. (6) Given the reactants Br[C:2]1[CH:7]=[C:6]([F:8])[CH:5]=[C:4]([F:9])[C:3]=1[F:10].[CH3:11][C:12]#[C:13][N:14]1[CH2:19][CH2:18][C@@H:17]([CH2:20][CH2:21][C:22](=[O:35])[C:23]2[C:32]3[C:27](=[CH:28][CH:29]=[C:30]([O:33][CH3:34])[CH:31]=3)[N:26]=[CH:25][CH:24]=2)[C@@H:16]([C:36]([O:38][CH3:39])=[O:37])[CH2:15]1, predict the reaction product. The product is: [F:10][C:3]1[C:4]([F:9])=[CH:5][C:6]([F:8])=[CH:7][C:2]=1[C:11]#[C:12][CH2:13][N:14]1[CH2:19][CH2:18][C@@H:17]([CH2:20][CH2:21][C:22](=[O:35])[C:23]2[C:32]3[C:27](=[CH:28][CH:29]=[C:30]([O:33][CH3:34])[CH:31]=3)[N:26]=[CH:25][CH:24]=2)[C@@H:16]([C:36]([O:38][CH3:39])=[O:37])[CH2:15]1. (7) The product is: [CH3:6][N:7]([CH2:11][C:9]1[C:10]2[C:19]3[CH2:18][CH2:17][N:16]([O:20][CH:21]4[CH2:26][CH2:25][CH2:24][CH2:23][O:22]4)[C:15](=[O:27])[C:14]=3[N:13]=[CH:12][C:11]=2[N:7]([CH2:6][C:5]2[CH:28]=[CH:29][C:2]([F:1])=[CH:3][CH:4]=2)[CH:8]=1)[CH3:8]. Given the reactants [F:1][C:2]1[CH:29]=[CH:28][C:5]([CH2:6][N:7]2[C:11]3[CH:12]=[N:13][C:14]4[C:15](=[O:27])[N:16]([O:20][CH:21]5[CH2:26][CH2:25][CH2:24][CH2:23][O:22]5)[CH2:17][CH2:18][C:19]=4[C:10]=3[CH:9]=[CH:8]2)=[CH:4][CH:3]=1, predict the reaction product. (8) Given the reactants [Cl:1][C:2]1[CH:11]=[C:10]2[C:5]([CH2:6][CH2:7][N:8]3C(=O)C(=O)O[C:9]32[CH:17]2[CH2:22][CH2:21][CH2:20][CH2:19][CH2:18]2)=[CH:4][CH:3]=1.S(=O)(=O)(O)O, predict the reaction product. The product is: [Cl:1][C:2]1[CH:11]=[C:10]2[C:5]([CH2:6][CH2:7][N:8]=[C:9]2[CH:17]2[CH2:22][CH2:21][CH2:20][CH2:19][CH2:18]2)=[CH:4][CH:3]=1. (9) Given the reactants C([O:3][C:4](=O)[NH:5][CH2:6][CH2:7][C:8]1[CH:13]=[CH:12][CH:11]=[CH:10][C:9]=1[O:14][CH3:15])C.O=P12OP3(OP(OP(O3)(O1)=O)(=O)O2)=O, predict the reaction product. The product is: [CH3:15][O:14][C:9]1[CH:10]=[CH:11][CH:12]=[C:13]2[C:8]=1[CH2:7][CH2:6][NH:5][C:4]2=[O:3].